From a dataset of Full USPTO retrosynthesis dataset with 1.9M reactions from patents (1976-2016). Predict the reactants needed to synthesize the given product. (1) Given the product [ClH:44].[C:1]([N:4]1[C@@H:10]([CH3:11])[C@H:9]([NH:12][C:13](=[O:25])[C@@H:14]([NH:16][CH3:17])[CH3:15])[C:8](=[O:26])[N:7]([CH2:27][C:28]2[C:37]3[C:32](=[CH:33][CH:34]=[CH:35][CH:36]=3)[CH:31]=[CH:30][C:29]=2[O:38][CH3:39])[C:6]2[CH:40]=[CH:41][CH:42]=[CH:43][C:5]1=2)(=[O:3])[CH3:2], predict the reactants needed to synthesize it. The reactants are: [C:1]([N:4]1[C@@H:10]([CH3:11])[C@H:9]([NH:12][C:13](=[O:25])[C@@H:14]([N:16](C)[C:17](=O)OC(C)(C)C)[CH3:15])[C:8](=[O:26])[N:7]([CH2:27][C:28]2[C:37]3[C:32](=[CH:33][CH:34]=[CH:35][CH:36]=3)[CH:31]=[CH:30][C:29]=2[O:38][CH3:39])[C:6]2[CH:40]=[CH:41][CH:42]=[CH:43][C:5]1=2)(=[O:3])[CH3:2].[ClH:44]. (2) Given the product [Cl:58][C:56]1[S:57][C:52]2[CH:51]=[C:50]([C:48]([NH:47][C@@H:39]3[CH2:40][C:41]4[C:46](=[CH:45][CH:44]=[CH:43][CH:42]=4)[C@H:38]3[NH:37][C:23](=[O:25])[CH2:22][O:21][CH3:20])=[O:49])[NH:54][C:53]=2[C:55]=1[Cl:59], predict the reactants needed to synthesize it. The reactants are: CCN(C(C)C)C(C)C.C1C=CC2N(O)N=NC=2C=1.[CH3:20][O:21][CH2:22][C:23]([OH:25])=O.CCN=C=NCCCN(C)C.[NH2:37][C@@H:38]1[C:46]2[C:41](=[CH:42][CH:43]=[CH:44][CH:45]=2)[CH2:40][C@H:39]1[NH:47][C:48]([C:50]1[NH:54][C:53]2[C:55]([Cl:59])=[C:56]([Cl:58])[S:57][C:52]=2[CH:51]=1)=[O:49]. (3) Given the product [Br:3][C:4]1[CH:5]=[CH:6][C:7]([N:10]2[CH2:14][CH2:13][C@@H:12]([NH:15][CH2:16][CH2:17][OH:18])[CH2:11]2)=[N:8][CH:9]=1, predict the reactants needed to synthesize it. The reactants are: II.[Br:3][C:4]1[CH:5]=[CH:6][C:7]([N:10]2[CH2:14][CH2:13][C@@H:12]([NH:15][C:16](=O)[CH2:17][O:18]C)[CH2:11]2)=[N:8][CH:9]=1.[BH4-].[Na+]. (4) Given the product [CH:27]([NH:29][C:20]([C@@H:10]1[C@H:11]([CH2:13][C:14]2[CH:15]=[CH:16][CH:17]=[CH:18][CH:19]=2)[CH2:12][N:8]([CH2:1][C:2]2[CH:3]=[CH:4][CH:5]=[CH:6][CH:7]=2)[CH2:9]1)=[O:21])([CH3:28])[CH3:26], predict the reactants needed to synthesize it. The reactants are: [CH2:1]([N:8]1[CH2:12][C@H:11]([CH2:13][C:14]2[CH:19]=[CH:18][CH:17]=[CH:16][CH:15]=2)[C@H:10]([C:20](O)=[O:21])[CH2:9]1)[C:2]1[CH:7]=[CH:6][CH:5]=[CH:4][CH:3]=1.C1C=C[C:26]2N(O)N=[N:29][C:27]=2[CH:28]=1.CCN=C=NCCCN(C)C.C(N)(C)C.